From a dataset of Catalyst prediction with 721,799 reactions and 888 catalyst types from USPTO. Predict which catalyst facilitates the given reaction. (1) Reactant: [OH-].[K+].[CH3:3]C1C=CC(S(N(N=O)C)(=O)=O)=CC=1.C(O)CO.CCOCC.[NH:26]1[C:30]2[CH:31]=[CH:32][C:33]([N:35]3[CH:39]([C:40]4[CH:45]=[CH:44][CH:43]=[C:42]([Cl:46])[C:41]=4[Cl:47])[C:38]([CH3:48])=[C:37]([OH:49])[C:36]3=[O:50])=[CH:34][C:29]=2[N:28]=[CH:27]1. Product: [NH:28]1[C:29]2[CH:34]=[C:33]([N:35]3[CH:39]([C:40]4[CH:45]=[CH:44][CH:43]=[C:42]([Cl:46])[C:41]=4[Cl:47])[C:38]([CH3:48])=[C:37]([O:49][CH3:3])[C:36]3=[O:50])[CH:32]=[CH:31][C:30]=2[N:26]=[CH:27]1. The catalyst class is: 5. (2) Reactant: [CH:1]1([N:6]2[C:14]3[CH:13]=[CH:12][NH:11][C:10](=[O:15])[C:9]=3[C:8]([C:16]3[CH:17]=[C:18]([C:21]([O:23]C)=[O:22])[S:19][CH:20]=3)=[CH:7]2)[CH2:5][CH2:4][CH2:3][CH2:2]1.CO.C1COCC1.[OH-].[Na+]. Product: [CH:1]1([N:6]2[C:14]3[CH:13]=[CH:12][NH:11][C:10](=[O:15])[C:9]=3[C:8]([C:16]3[CH:17]=[C:18]([C:21]([OH:23])=[O:22])[S:19][CH:20]=3)=[CH:7]2)[CH2:2][CH2:3][CH2:4][CH2:5]1. The catalyst class is: 6. (3) Reactant: [H-].[Na+].[CH2:3]([Li])[CH2:4][CH2:5][CH3:6].[B:8](OC(C)C)([O:13]C(C)C)[O:9]C(C)C.S(=O)(=O)(O)[OH:22].[CH3:26][CH2:27][CH2:28][CH2:29][CH2:30][CH3:31]. Product: [OH:22][C:3]1[CH:31]=[C:30]2[C:6]([CH:26]=[CH:27][C:28]([B:8]([OH:13])[OH:9])=[CH:29]2)=[CH:5][CH:4]=1. The catalyst class is: 20. (4) Reactant: [CH3:1][C:2]1([CH3:31])[CH:11]=[C:10]([CH3:12])[C:9]2[C:4](=[CH:5][CH:6]=[C:7]([CH2:13][S:14]([C:17]3[CH:22]=[CH:21][C:20]([CH3:23])=[CH:19][CH:18]=3)(=[O:16])=[O:15])[CH:8]=2)[N:3]1[C:24]([O:26][C:27]([CH3:30])([CH3:29])[CH3:28])=[O:25].[CH3:32]N(C)CCN(C)C.CI.[Cl-].[NH4+]. Product: [CH3:1][C:2]1([CH3:31])[CH:11]=[C:10]([CH3:12])[C:9]2[C:4](=[CH:5][CH:6]=[C:7]([CH:13]([S:14]([C:17]3[CH:18]=[CH:19][C:20]([CH3:23])=[CH:21][CH:22]=3)(=[O:16])=[O:15])[CH3:32])[CH:8]=2)[N:3]1[C:24]([O:26][C:27]([CH3:30])([CH3:29])[CH3:28])=[O:25]. The catalyst class is: 7. (5) Reactant: Cl[C:2]1[C:11]2[C:6](=[CH:7][CH:8]=[CH:9][CH:10]=2)[C:5]([NH:12][C:13]2[CH:18]=[CH:17][CH:16]=[C:15]([C:19]3[N:23]([CH3:24])[C:22]([CH3:25])=[N:21][CH:20]=3)[CH:14]=2)=[N:4][N:3]=1.[NH2:26][C:27]1[CH:32]=[CH:31][CH:30]=[CH:29][CH:28]=1. Product: [CH3:24][N:23]1[C:19]([C:15]2[CH:14]=[C:13]([NH:12][C:5]3[C:6]4[C:11](=[CH:10][CH:9]=[CH:8][CH:7]=4)[C:2]([NH:26][C:27]4[CH:32]=[CH:31][CH:30]=[CH:29][CH:28]=4)=[N:3][N:4]=3)[CH:18]=[CH:17][CH:16]=2)=[CH:20][N:21]=[C:22]1[CH3:25]. The catalyst class is: 17.